Dataset: Forward reaction prediction with 1.9M reactions from USPTO patents (1976-2016). Task: Predict the product of the given reaction. (1) Given the reactants [CH3:1][Si:2](Cl)([CH3:4])[CH3:3].[OH:6][C@@H:7]1[CH2:11][CH2:10][NH:9][C:8]1=[O:12].C1(C)C(C)=CC=CC=1.C[Si](C)(C)N[Si](C)(C)C, predict the reaction product. The product is: [CH3:1][Si:2]([CH3:4])([CH3:3])[O:6][C@@H:7]1[CH2:11][CH2:10][NH:9][C:8]1=[O:12]. (2) Given the reactants [NH:1]1[CH:5]=[CH:4][N:3]=[C:2]1[CH2:6][N:7]([CH2:14][C:15]1[CH:28]=[CH:27][C:18]([C:19]([NH:21][CH2:22][CH2:23][CH2:24][CH2:25][NH2:26])=[O:20])=[CH:17][CH:16]=1)[CH2:8][C:9]1[NH:10][CH:11]=[CH:12][N:13]=1.[F:29][C:30]([F:40])([F:39])[C:31]1[CH:38]=[CH:37][CH:36]=[CH:35][C:32]=1[CH:33]=O.C(OC)(OC)OC.[BH4-].[Na+], predict the reaction product. The product is: [NH:1]1[CH:5]=[CH:4][N:3]=[C:2]1[CH2:6][N:7]([CH2:14][C:15]1[CH:28]=[CH:27][C:18]([C:19]([NH:21][CH2:22][CH2:23][CH2:24][CH2:25][NH:26][CH2:33][C:32]2[CH:35]=[CH:36][CH:37]=[CH:38][C:31]=2[C:30]([F:29])([F:39])[F:40])=[O:20])=[CH:17][CH:16]=1)[CH2:8][C:9]1[NH:13][CH:12]=[CH:11][N:10]=1. (3) Given the reactants C[O:2][C:3](=[O:32])[C:4]1[CH:9]=[CH:8][C:7]([CH3:10])=[C:6]([NH:11][C:12]([C:14]2[C:15](=[O:31])[NH:16][C:17]3[C:22]([CH:23]=2)=[CH:21][C:20]([O:24][CH2:25][CH2:26][O:27][CH3:28])=[C:19]([O:29][CH3:30])[CH:18]=3)=[O:13])[CH:5]=1.[OH-].[Na+].O.Cl, predict the reaction product. The product is: [CH3:30][O:29][C:19]1[CH:18]=[C:17]2[C:22]([CH:23]=[C:14]([C:12]([NH:11][C:6]3[CH:5]=[C:4]([CH:9]=[CH:8][C:7]=3[CH3:10])[C:3]([OH:32])=[O:2])=[O:13])[C:15](=[O:31])[NH:16]2)=[CH:21][C:20]=1[O:24][CH2:25][CH2:26][O:27][CH3:28]. (4) Given the reactants [N+:1]([C:4]1[CH:15]=[CH:14][C:7]([O:8][CH2:9][C:10]([NH:12][NH2:13])=[O:11])=[CH:6][CH:5]=1)([O-:3])=[O:2].CN(C)[C:18](=O)[CH3:19].C(Cl)(=O)C, predict the reaction product. The product is: [CH3:18][C:19]1[O:11][C:10]([CH2:9][O:8][C:7]2[CH:14]=[CH:15][C:4]([N+:1]([O-:3])=[O:2])=[CH:5][CH:6]=2)=[N:12][N:13]=1. (5) Given the reactants C(OC([N:8]1[CH2:13][CH2:12][NH:11][CH:10]([CH3:14])[CH2:9]1)=O)(C)(C)C.Cl[C:16]1[N:23]=[CH:22][CH:21]=[CH:20][C:17]=1[C:18]#[N:19].C(N(CC)CC)C.C(=O)(O)[O-].[Na+], predict the reaction product. The product is: [NH3:8].[CH3:14][CH:10]1[CH2:9][NH:8][CH2:13][CH2:12][N:11]1[C:16]1[N:23]=[CH:22][CH:21]=[CH:20][C:17]=1[C:18]#[N:19]. (6) Given the reactants [Cl:1][C:2]1[C:3]([O:11][CH2:12][CH:13]2[CH2:15][CH2:14]2)=[CH:4][C:5]([C:8]([OH:10])=O)=[N:6][CH:7]=1.[NH2:16][C:17]1([CH2:22][OH:23])[CH2:21][CH2:20][CH2:19][CH2:18]1, predict the reaction product. The product is: [OH:23][CH2:22][C:17]1([NH:16][C:8]([C:5]2[CH:4]=[C:3]([O:11][CH2:12][CH:13]3[CH2:15][CH2:14]3)[C:2]([Cl:1])=[CH:7][N:6]=2)=[O:10])[CH2:21][CH2:20][CH2:19][CH2:18]1. (7) Given the reactants S([O-])([O-])(=O)=O.[Na+].[Na+].Cl[C:9](Cl)(Cl)[CH:10]([OH:12])O.[CH3:15][C:16]1[CH:17]=[C:18]2[C:22](=[CH:23][C:24]=1[NH2:25])[NH:21][N:20]=[CH:19]2.Cl.[NH2:27][OH:28], predict the reaction product. The product is: [OH:28]/[N:27]=[CH:9]/[C:10]([NH:25][C:24]1[CH:23]=[C:22]2[C:18]([CH:19]=[N:20][NH:21]2)=[CH:17][C:16]=1[CH3:15])=[O:12]. (8) The product is: [CH3:19][O:20][C:21]1[CH:22]=[C:23]([C:2]2[CH:7]=[C:6]([CH2:8][CH2:9][CH3:10])[N:5]=[C:4]([C:11]#[N:12])[N:3]=2)[CH:24]=[CH:25][C:26]=1[O:27][CH3:28]. Given the reactants I[C:2]1[CH:7]=[C:6]([CH2:8][CH2:9][CH3:10])[N:5]=[C:4]([C:11]#[N:12])[N:3]=1.C(=O)([O-])[O-].[K+].[K+].[CH3:19][O:20][C:21]1[CH:22]=[C:23](B(O)O)[CH:24]=[CH:25][C:26]=1[O:27][CH3:28].O, predict the reaction product.